Dataset: Catalyst prediction with 721,799 reactions and 888 catalyst types from USPTO. Task: Predict which catalyst facilitates the given reaction. (1) Reactant: C1N=C[N:3](C(N2C=NC=C2)=O)C=1.[Br:13][C:14]1[CH:15]=[C:16]([CH:20]=[C:21]([CH3:23])[CH:22]=1)[C:17](O)=[O:18].N. Product: [Br:13][C:14]1[CH:15]=[C:16]([CH:20]=[C:21]([CH3:23])[CH:22]=1)[C:17]([NH2:3])=[O:18]. The catalyst class is: 425. (2) Reactant: Br[C:2]1[CH:7]=[C:6]([CH3:8])[N:5]=[CH:4][C:3]=1[O:9][CH2:10][C:11]1[N:12]=[C:13]([NH:16][C:17](=[O:19])[CH3:18])[S:14][CH:15]=1.C(=O)([O-])[O-].[Cs+].[Cs+].F[B-](F)(F)F.C(P(CCCC)CCCC)CCC.CCOC(C)=O. Product: [CH3:8][C:6]1[CH:7]=[C:2]2[C:3]([O:9][CH2:10][C:11]3[N:12]=[C:13]([NH:16][C:17](=[O:19])[CH3:18])[S:14][C:15]=32)=[CH:4][N:5]=1. The catalyst class is: 274. (3) The catalyst class is: 6. Product: [C:20]([OH:22])(=[O:21])[C:14]1[CH:15]=[C:16]([OH:19])[C:17]([OH:18])=[C:12]([OH:11])[CH:13]=1. Reactant: C1C(/C=C/C([O:11][C@H:12]2[C@H:17]([OH:18])[C@H:16]([OH:19])[CH2:15][C@@:14](O)([C:20]([OH:22])=[O:21])[CH2:13]2)=O)=CC(O)=C(O)C=1.[K]. (4) The catalyst class is: 1. Product: [Si:3]([O:10][CH:11]1[CH2:12][CH2:13][CH:14]([C:17](=[O:25])[CH:18]=[CH:33][C:32]2[C:27]([F:26])=[N:28][CH:29]=[CH:30][C:31]=2[C:35]2[N:36]=[CH:37][N:38]([C:40]([C:47]3[CH:52]=[CH:51][CH:50]=[CH:49][CH:48]=3)([C:41]3[CH:42]=[CH:43][CH:44]=[CH:45][CH:46]=3)[C:53]3[CH:58]=[CH:57][CH:56]=[CH:55][CH:54]=3)[CH:39]=2)[CH2:15][CH2:16]1)([C:6]([CH3:7])([CH3:8])[CH3:9])([CH3:4])[CH3:5]. Reactant: [H-].[Na+].[Si:3]([O:10][CH:11]1[CH2:16][CH2:15][CH:14]([C:17](=[O:25])[CH2:18]P(=O)(OC)OC)[CH2:13][CH2:12]1)([C:6]([CH3:9])([CH3:8])[CH3:7])([CH3:5])[CH3:4].[F:26][C:27]1[C:32]([CH:33]=O)=[C:31]([C:35]2[N:36]=[CH:37][N:38]([C:40]([C:53]3[CH:58]=[CH:57][CH:56]=[CH:55][CH:54]=3)([C:47]3[CH:52]=[CH:51][CH:50]=[CH:49][CH:48]=3)[C:41]3[CH:46]=[CH:45][CH:44]=[CH:43][CH:42]=3)[CH:39]=2)[CH:30]=[CH:29][N:28]=1. (5) Reactant: [CH:1]1([N:4]2[C:8]([CH:9]=O)=[CH:7][N:6]=[C:5]2[C:11]2[CH:16]=[C:15]([Cl:17])[N:14]=[C:13]([Cl:18])[CH:12]=2)[CH2:3][CH2:2]1.C([C:21](CC)(CC)[CH:22](P(O)(O)=O)[C:23]([O-:25])=[O:24])C.[CH2:34]1CCN2C(=NCCC2)C[CH2:35]1. Product: [CH2:34]([O:25][C:23](=[O:24])[C:22]([CH3:21])=[CH:9][C:8]1[N:4]([CH:1]2[CH2:3][CH2:2]2)[C:5]([C:11]2[CH:16]=[C:15]([Cl:17])[N:14]=[C:13]([Cl:18])[CH:12]=2)=[N:6][CH:7]=1)[CH3:35]. The catalyst class is: 47. (6) Reactant: CC([N:5]([C@H:9]1[C:18]2[C:13](=[CH:14][CH:15]=[C:16]([C:19]#[C:20][Si:21]([CH:28]([CH3:30])[CH3:29])([CH:25]([CH3:27])[CH3:26])[CH:22]([CH3:24])[CH3:23])[CH:17]=2)[N:12]([C:31](=[O:33])[CH3:32])[C@@H:11]([CH3:34])[CH2:10]1)C(=O)[O-])(C)C.[ClH:35]. The catalyst class is: 12. Product: [ClH:35].[C:31]([N:12]1[C:13]2[C:18](=[CH:17][C:16]([C:19]#[C:20][Si:21]([CH:22]([CH3:24])[CH3:23])([CH:28]([CH3:30])[CH3:29])[CH:25]([CH3:27])[CH3:26])=[CH:15][CH:14]=2)[C@H:9]([NH2:5])[CH2:10][C@@H:11]1[CH3:34])(=[O:33])[CH3:32].